The task is: Predict the reaction yield, written as a fraction of the theoretical maximum amount of product (1.0 means a 100% yield; for example, 0.34 means a 34% yield).. This data is from Reaction yield outcomes from USPTO patents with 853,638 reactions. (1) The reactants are [Br:1][C:2]1[CH:6]=[N:5][N:4]([CH3:7])[C:3]=1[C:8]1[CH:9]=[C:10]([NH2:16])[CH:11]=[CH:12][C:13]=1[O:14][CH3:15].[Cl:17][C:18]1[CH:19]=[C:20]([N:24]=[C:25]=[O:26])[CH:21]=[CH:22][CH:23]=1. The catalyst is C(Cl)Cl. The product is [Br:1][C:2]1[CH:6]=[N:5][N:4]([CH3:7])[C:3]=1[C:8]1[CH:9]=[C:10]([NH:16][C:25]([NH:24][C:20]2[CH:21]=[CH:22][CH:23]=[C:18]([Cl:17])[CH:19]=2)=[O:26])[CH:11]=[CH:12][C:13]=1[O:14][CH3:15]. The yield is 0.920. (2) The reactants are [CH2:1]([OH:4])[CH2:2][OH:3].[H-].[Na+].Br[CH2:8][C:9]1[CH:18]=[CH:17][C:16]2[C:11](=[CH:12][CH:13]=[CH:14][CH:15]=2)[CH:10]=1.O. The catalyst is C1COCC1.[N+](CCCC)(CCCC)(CCCC)CCCC.[I-].CCOC(C)=O. The product is [CH:10]1[C:11]2[C:16](=[CH:15][CH:14]=[CH:13][CH:12]=2)[CH:17]=[CH:18][C:9]=1[CH2:8][O:3][CH2:2][CH2:1][OH:4]. The yield is 0.330. (3) The reactants are [CH3:1][O:2][C:3]1[CH:4]=[C:5]2[C:10](=[CH:11][C:12]=1[O:13][CH3:14])[N:9]=[CH:8][CH:7]=[C:6]2[O:15][C:16]1[CH:22]=[CH:21][C:19]([NH2:20])=[CH:18][CH:17]=1.ClC(Cl)(O[C:27](=[O:33])[O:28]C(Cl)(Cl)Cl)Cl.O[N:36]1[C:44](=[O:45])[C:43]2[C:38](=[CH:39][CH:40]=[CH:41][CH:42]=2)[C:37]1=[O:46].C(=O)(O)[O-].[Na+]. The catalyst is C(Cl)Cl.C(N(CC)CC)C.C1(C)C=CC=CC=1. The product is [CH3:1][O:2][C:3]1[CH:4]=[C:5]2[C:10](=[CH:11][C:12]=1[O:13][CH3:14])[N:9]=[CH:8][CH:7]=[C:6]2[O:15][C:16]1[CH:22]=[CH:21][C:19]([NH:20][C:27](=[O:33])[O:28][N:36]2[C:44](=[O:45])[C:43]3[C:38](=[CH:39][CH:40]=[CH:41][CH:42]=3)[C:37]2=[O:46])=[CH:18][CH:17]=1. The yield is 0.120. (4) The reactants are [F:1][C:2]1[CH:7]=[CH:6][CH:5]=[C:4]([F:8])[C:3]=1[C:9]1[S:10][CH:11]=[C:12]([C:14]([O:16]CC)=[O:15])[N:13]=1.[Li+].[OH-].Cl. The catalyst is C1COCC1.CO. The product is [F:8][C:4]1[CH:5]=[CH:6][CH:7]=[C:2]([F:1])[C:3]=1[C:9]1[S:10][CH:11]=[C:12]([C:14]([OH:16])=[O:15])[N:13]=1. The yield is 0.880.